Dataset: Forward reaction prediction with 1.9M reactions from USPTO patents (1976-2016). Task: Predict the product of the given reaction. (1) Given the reactants [NH2:1][C:2]1[C:16]([Br:17])=[CH:15][CH:14]=[CH:13][C:3]=1[C:4]([NH:6][CH:7]1[CH2:12][CH2:11][O:10][CH2:9][CH2:8]1)=[O:5].[C:18](=O)(OC(Cl)(Cl)Cl)[O:19]C(Cl)(Cl)Cl.C(N(CC)CC)C.C1(C)C=CC=CC=1, predict the reaction product. The product is: [Br:17][C:16]1[CH:15]=[CH:14][CH:13]=[C:3]2[C:2]=1[NH:1][C:18](=[O:19])[N:6]([CH:7]1[CH2:12][CH2:11][O:10][CH2:9][CH2:8]1)[C:4]2=[O:5]. (2) The product is: [CH:9](/[Cl:8])=[C:10](/[O:16][P:1]([OH:6])([OH:4])=[O:2])\[C:11]([OH:13])=[O:12]. Given the reactants [P:1]([O:6]C)([O:4]C)[O:2]C.[Cl:8][CH:9](Cl)[C:10](=[O:16])[C:11]([O:13]CC)=[O:12], predict the reaction product. (3) Given the reactants [F:1][C:2]1[CH:10]=[CH:9][CH:8]=[C:7]2[C:3]=1[C:4]([C:12]([OH:14])=O)=[CH:5][N:6]2[CH3:11].CN(C=O)C.C(Cl)(=O)C(Cl)=O.[NH2:26][C:27]1[C:32]([Cl:33])=[CH:31][C:30]([CH2:34][C:35]([O:37][CH2:38][CH3:39])=[O:36])=[C:29]([F:40])[CH:28]=1.C(N(CC)CC)C, predict the reaction product. The product is: [Cl:33][C:32]1[C:27]([NH:26][C:12]([C:4]2[C:3]3[C:7](=[CH:8][CH:9]=[CH:10][C:2]=3[F:1])[N:6]([CH3:11])[CH:5]=2)=[O:14])=[CH:28][C:29]([F:40])=[C:30]([CH2:34][C:35]([O:37][CH2:38][CH3:39])=[O:36])[CH:31]=1. (4) Given the reactants [CH:1]1([C:7]([CH3:9])=[O:8])[CH2:6][CH2:5][CH2:4][CH2:3][CH2:2]1.[F:10][C:11]([F:18])([F:17])[C:12](OCC)=[O:13].C[O-].[Na+].Cl, predict the reaction product. The product is: [F:10][C:11]([F:18])([F:17])[C:12](=[O:13])[CH2:9][C:7]([CH:1]1[CH2:6][CH2:5][CH2:4][CH2:3][CH2:2]1)=[O:8]. (5) The product is: [C:2]([C:6]1[CH:7]=[C:8]([S:22]([NH:25][C:26](=[O:32])[O:27][C:28]([CH3:29])([CH3:31])[CH3:30])(=[O:24])=[O:23])[CH:9]=[CH:10][C:11]=1[O:12][C:13]1[CH:18]=[CH:17][C:16]([S:19][CH3:20])=[C:15]([CH3:21])[CH:14]=1)(=[O:1])[CH:3]([CH3:4])[CH3:5]. Given the reactants [OH:1][CH:2]([C:6]1[CH:7]=[C:8]([S:22]([NH:25][C:26](=[O:32])[O:27][C:28]([CH3:31])([CH3:30])[CH3:29])(=[O:24])=[O:23])[CH:9]=[CH:10][C:11]=1[O:12][C:13]1[CH:18]=[CH:17][C:16]([S:19][CH3:20])=[C:15]([CH3:21])[CH:14]=1)[CH:3]([CH3:5])[CH3:4].CC(OI1(OC(C)=O)(OC(C)=O)OC(=O)C2C=CC=CC1=2)=O, predict the reaction product.